From a dataset of Full USPTO retrosynthesis dataset with 1.9M reactions from patents (1976-2016). Predict the reactants needed to synthesize the given product. (1) Given the product [CH3:1][C:2]1[CH:7]=[CH:6][N:5]=[C:4]([NH:8][C:9]([C:11]2[N:12]([CH:30]([CH3:32])[CH3:31])[C:13]([CH:33]=[O:34])=[C:14]([C:23]3[CH:24]=[CH:25][C:26]([F:29])=[CH:27][CH:28]=3)[C:15]=2[C:16]2[CH:17]=[CH:18][C:19]([F:22])=[CH:20][CH:21]=2)=[O:10])[N:3]=1, predict the reactants needed to synthesize it. The reactants are: [CH3:1][C:2]1[CH:7]=[CH:6][N:5]=[C:4]([NH:8][C:9]([C:11]2[N:12]([CH:30]([CH3:32])[CH3:31])[CH:13]=[C:14]([C:23]3[CH:28]=[CH:27][C:26]([F:29])=[CH:25][CH:24]=3)[C:15]=2[C:16]2[CH:21]=[CH:20][C:19]([F:22])=[CH:18][CH:17]=2)=[O:10])[N:3]=1.[CH3:33][O:34]C(Cl)Cl. (2) Given the product [F:23][C:24]1[CH:29]=[CH:28][C:27]([F:30])=[CH:26][C:25]=1[C:7]1[C:8]([C:17]([O:19][CH3:20])=[O:18])=[CH:9][C:10]([C:11]([O:13][CH3:14])=[O:12])=[CH:15][CH:16]=1, predict the reactants needed to synthesize it. The reactants are: FC(F)(F)S(O[C:7]1[CH:16]=[CH:15][C:10]([C:11]([O:13][CH3:14])=[O:12])=[CH:9][C:8]=1[C:17]([O:19][CH3:20])=[O:18])(=O)=O.[F:23][C:24]1[CH:29]=[CH:28][C:27]([F:30])=[CH:26][C:25]=1B(O)O.C(=O)([O-])[O-].[K+].[K+]. (3) Given the product [CH2:37]([O:35][C:34](=[O:36])[CH2:33][C:29]1[CH:30]=[CH:31][CH:32]=[C:27]([C:14]2[CH:13]=[CH:12][C:11]3[C:16](=[CH:17][C:18]([N:19]4[CH2:23][C:22](=[O:24])[NH:21][S:20]4(=[O:26])=[O:25])=[C:9]([O:8][CH2:1][C:2]4[CH:7]=[CH:6][CH:5]=[CH:4][CH:3]=4)[CH:10]=3)[CH:15]=2)[CH:28]=1)[CH3:39], predict the reactants needed to synthesize it. The reactants are: [CH2:1]([O:8][C:9]1[CH:10]=[C:11]2[C:16](=[CH:17][C:18]=1[N:19]1[CH2:23][C:22](=[O:24])[NH:21][S:20]1(=[O:26])=[O:25])[CH:15]=[C:14]([C:27]1[CH:28]=[C:29]([CH2:33][C:34]([OH:36])=[O:35])[CH:30]=[CH:31][CH:32]=1)[CH:13]=[CH:12]2)[C:2]1[CH:7]=[CH:6][CH:5]=[CH:4][CH:3]=1.[C:37](O)([C:39](F)(F)F)=O. (4) Given the product [Cl:12][C:9]1[CH:10]=[C:11]2[C:6](=[CH:7][C:8]=1[Cl:13])[N:5]([C@@H:14]1[O:28][C@H:27]([CH2:16][OH:17])[C@@H:29]([OH:30])[CH2:15]1)[C:4]([O:42][CH3:41])=[C:3]2[CH:1]=[O:2], predict the reactants needed to synthesize it. The reactants are: [CH:1]([C:3]1[C:11]2[C:6](=[CH:7][C:8]([Cl:13])=[C:9]([Cl:12])[CH:10]=2)[N:5]([C@@H:14]2[O:28][C@H:27]([CH2:29][O:30]C(C3C=CC(C)=CC=3)=O)[C@@H:16]([O:17]C(C3C=CC(C)=CC=3)=O)[CH2:15]2)[C:4]=1Cl)=[O:2].[CH3:41][O-:42].[Na+].CO.C(Cl)(Cl)Cl. (5) Given the product [ClH:26].[CH2:3]([O:10][C:11]1[CH:20]=[C:19]([N:21]2[CH:25]=[CH:24][N:23]=[CH:22]2)[CH:18]=[CH:17][C:12]=1[C:13]([OH:15])=[O:14])[C:4]1[CH:5]=[CH:6][CH:7]=[CH:8][CH:9]=1, predict the reactants needed to synthesize it. The reactants are: [OH-].[Na+].[CH2:3]([O:10][C:11]1[CH:20]=[C:19]([N:21]2[CH:25]=[CH:24][N:23]=[CH:22]2)[CH:18]=[CH:17][C:12]=1[C:13]([O:15]C)=[O:14])[C:4]1[CH:9]=[CH:8][CH:7]=[CH:6][CH:5]=1.[ClH:26].